Dataset: NCI-60 drug combinations with 297,098 pairs across 59 cell lines. Task: Regression. Given two drug SMILES strings and cell line genomic features, predict the synergy score measuring deviation from expected non-interaction effect. (1) Drug 1: CNC(=O)C1=NC=CC(=C1)OC2=CC=C(C=C2)NC(=O)NC3=CC(=C(C=C3)Cl)C(F)(F)F. Drug 2: C1CN(CCN1C(=O)CCBr)C(=O)CCBr. Cell line: UACC-257. Synergy scores: CSS=4.66, Synergy_ZIP=0.271, Synergy_Bliss=0.672, Synergy_Loewe=-6.62, Synergy_HSA=-2.23. (2) Drug 1: CC1=CC2C(CCC3(C2CCC3(C(=O)C)OC(=O)C)C)C4(C1=CC(=O)CC4)C. Drug 2: C1=NC2=C(N=C(N=C2N1C3C(C(C(O3)CO)O)F)Cl)N. Cell line: SR. Synergy scores: CSS=0.130, Synergy_ZIP=-0.477, Synergy_Bliss=-0.159, Synergy_Loewe=-6.44, Synergy_HSA=-2.21. (3) Drug 1: CC1=C2C(C(=O)C3(C(CC4C(C3C(C(C2(C)C)(CC1OC(=O)C(C(C5=CC=CC=C5)NC(=O)OC(C)(C)C)O)O)OC(=O)C6=CC=CC=C6)(CO4)OC(=O)C)O)C)O. Drug 2: COCCOC1=C(C=C2C(=C1)C(=NC=N2)NC3=CC=CC(=C3)C#C)OCCOC.Cl. Cell line: OVCAR-5. Synergy scores: CSS=41.0, Synergy_ZIP=15.1, Synergy_Bliss=17.4, Synergy_Loewe=10.6, Synergy_HSA=17.4. (4) Drug 1: CC1C(C(CC(O1)OC2CC(CC3=C2C(=C4C(=C3O)C(=O)C5=C(C4=O)C(=CC=C5)OC)O)(C(=O)C)O)N)O.Cl. Drug 2: CC1CCC2CC(C(=CC=CC=CC(CC(C(=O)C(C(C(=CC(C(=O)CC(OC(=O)C3CCCCN3C(=O)C(=O)C1(O2)O)C(C)CC4CCC(C(C4)OC)OCCO)C)C)O)OC)C)C)C)OC. Cell line: SR. Synergy scores: CSS=91.3, Synergy_ZIP=17.1, Synergy_Bliss=16.3, Synergy_Loewe=18.2, Synergy_HSA=21.1. (5) Drug 1: CCC1(CC2CC(C3=C(CCN(C2)C1)C4=CC=CC=C4N3)(C5=C(C=C6C(=C5)C78CCN9C7C(C=CC9)(C(C(C8N6C=O)(C(=O)OC)O)OC(=O)C)CC)OC)C(=O)OC)O.OS(=O)(=O)O. Drug 2: C1CN1C2=NC(=NC(=N2)N3CC3)N4CC4. Cell line: OVCAR-4. Synergy scores: CSS=7.80, Synergy_ZIP=-4.14, Synergy_Bliss=-4.90, Synergy_Loewe=-4.78, Synergy_HSA=-4.67. (6) Drug 1: COC1=C(C=C2C(=C1)N=CN=C2NC3=CC(=C(C=C3)F)Cl)OCCCN4CCOCC4. Drug 2: CC12CCC3C(C1CCC2O)C(CC4=C3C=CC(=C4)O)CCCCCCCCCS(=O)CCCC(C(F)(F)F)(F)F. Cell line: M14. Synergy scores: CSS=9.40, Synergy_ZIP=3.18, Synergy_Bliss=1.46, Synergy_Loewe=0.0377, Synergy_HSA=-0.421.